Dataset: Full USPTO retrosynthesis dataset with 1.9M reactions from patents (1976-2016). Task: Predict the reactants needed to synthesize the given product. (1) Given the product [Cl:17][C:18]1[CH:33]=[CH:32][C:21]([O:22][C:23]2[CH:28]=[CH:27][C:26]([CH2:29][CH2:30][NH:31][C:4]3[C:5](=[O:16])[C:6](=[O:15])[C:7]=3[NH:8][C:9]3[CH:10]=[N:11][CH:12]=[CH:13][CH:14]=3)=[CH:25][CH:24]=2)=[CH:20][CH:19]=1, predict the reactants needed to synthesize it. The reactants are: C(O[C:4]1[C:5](=[O:16])[C:6](=[O:15])[C:7]=1[NH:8][C:9]1[CH:10]=[N:11][CH:12]=[CH:13][CH:14]=1)C.[Cl:17][C:18]1[CH:33]=[CH:32][C:21]([O:22][C:23]2[CH:28]=[CH:27][C:26]([CH2:29][CH2:30][NH2:31])=[CH:25][CH:24]=2)=[CH:20][CH:19]=1. (2) The reactants are: Br[C:2]1[CH:7]=[CH:6][C:5]([C:8]2[O:12][N:11]=[C:10]([CH3:13])[C:9]=2[CH:14]([OH:26])[C:15]([NH:17][CH2:18][CH2:19][C:20]2[CH:25]=[CH:24][CH:23]=[CH:22][CH:21]=2)=[O:16])=[CH:4][CH:3]=1.[CH2:27]([O:29][C:30]([C:32]1([C:35]2[CH:40]=[CH:39][C:38](B3OC(C)(C)C(C)(C)O3)=[CH:37][CH:36]=2)[CH2:34][CH2:33]1)=[O:31])[CH3:28]. Given the product [CH2:27]([O:29][C:30]([C:32]1([C:35]2[CH:40]=[CH:39][C:38]([C:2]3[CH:7]=[CH:6][C:5]([C:8]4[O:12][N:11]=[C:10]([CH3:13])[C:9]=4[CH:14]([OH:26])[C:15](=[O:16])[NH:17][CH2:18][CH2:19][C:20]4[CH:25]=[CH:24][CH:23]=[CH:22][CH:21]=4)=[CH:4][CH:3]=3)=[CH:37][CH:36]=2)[CH2:33][CH2:34]1)=[O:31])[CH3:28], predict the reactants needed to synthesize it. (3) Given the product [CH2:1]([O:2][C:3]1[N:8]=[C:7]2[C:9]([CH3:23])([CH3:22])[NH:10][C:11](=[O:12])[C:6]2=[CH:5][CH:4]=1)[CH3:30], predict the reactants needed to synthesize it. The reactants are: [CH3:1][O:2][C:3]1[N:8]=[C:7]2[C:9]([CH3:23])([CH3:22])[N:10](CC3C=CC(OC)=CC=3)[C:11](=[O:12])[C:6]2=[CH:5][CH:4]=1.[N+]([O-])([O-])=O.[NH4+].O.[CH3:30]COC(C)=O. (4) Given the product [OH:10][C:11]1[CH:12]=[C:13]([C@:17]2([CH3:37])[CH2:22][CH2:21][N:20]([CH2:23][C@@H:24]([CH2:29][C:30]3[CH:31]=[CH:32][CH:33]=[CH:34][CH:35]=3)[C:25]([O:27][CH3:28])=[O:26])[CH2:19][C@@H:18]2[CH3:36])[CH:14]=[CH:15][CH:16]=1, predict the reactants needed to synthesize it. The reactants are: C(=O)([O-])[O-].[K+].[K+].C([O:10][C:11]1[CH:12]=[C:13]([C@:17]2([CH3:37])[CH2:22][CH2:21][N:20]([CH2:23][C@@H:24]([CH2:29][C:30]3[CH:35]=[CH:34][CH:33]=[CH:32][CH:31]=3)[C:25]([O:27][CH3:28])=[O:26])[CH2:19][C@@H:18]2[CH3:36])[CH:14]=[CH:15][CH:16]=1)(=O)C.O.